Dataset: Catalyst prediction with 721,799 reactions and 888 catalyst types from USPTO. Task: Predict which catalyst facilitates the given reaction. (1) Reactant: Cl[C:2]1[N:7]=[N:6][C:5]([C:8]2[C:16]3[C:11](=[N:12][CH:13]=[CH:14][CH:15]=3)[N:10]([CH2:17][C:18]3[CH:23]=[CH:22][CH:21]=[CH:20][C:19]=3[F:24])[N:9]=2)=[N:4][C:3]=1[NH2:25].Cl.[N:27]1[CH:32]=[CH:31][C:30](B(O)O)=[CH:29][CH:28]=1.C(=O)([O-])[O-].[K+].[K+].C1(P(C2CCCCC2)C2CCCCC2)CCCCC1. Product: [F:24][C:19]1[CH:20]=[CH:21][CH:22]=[CH:23][C:18]=1[CH2:17][N:10]1[C:11]2=[N:12][CH:13]=[CH:14][CH:15]=[C:16]2[C:8]([C:5]2[N:6]=[N:7][C:2]([C:30]3[CH:31]=[CH:32][N:27]=[CH:28][CH:29]=3)=[C:3]([NH2:25])[N:4]=2)=[N:9]1. The catalyst class is: 75. (2) Reactant: [CH3:1][S:2]([C:5]1[CH:6]=[C:7]([NH2:12])[C:8]([NH2:11])=[N:9][CH:10]=1)(=[O:4])=[O:3].[F:13][C:14]1[CH:19]=[CH:18][CH:17]=[CH:16][C:15]=1[C:20]1[CH:25]=[CH:24][C:23]([CH:26]=O)=[CH:22][CH:21]=1.Cl[Si](C)(C)C. Product: [F:13][C:14]1[CH:19]=[CH:18][CH:17]=[CH:16][C:15]=1[C:20]1[CH:21]=[CH:22][C:23]([C:26]2[NH:12][C:7]3[C:8]([N:11]=2)=[N:9][CH:10]=[C:5]([S:2]([CH3:1])(=[O:4])=[O:3])[CH:6]=3)=[CH:24][CH:25]=1. The catalyst class is: 3. (3) Reactant: [C:1]([O:5][C:6](=[O:25])[C:7]1[CH:12]=[C:11]([N:13]([S:20]([CH3:23])(=[O:22])=[O:21])[C:14]2[CH:19]=[CH:18][CH:17]=[CH:16][CH:15]=2)[CH:10]=[C:9](Br)[CH:8]=1)([CH3:4])([CH3:3])[CH3:2].[CH2:26]([Sn](CCCC)(CCCC)C#CC)[CH2:27][CH2:28]C.[C:42]1(C)C=CC=CC=1. The catalyst class is: 492. Product: [C:1]([O:5][C:6](=[O:25])[C:7]1[CH:8]=[C:9]([C:26]#[C:27][CH3:28])[CH:10]=[C:11]([N:13]([S:20]([CH2:23][CH3:42])(=[O:22])=[O:21])[C:14]2[CH:19]=[CH:18][CH:17]=[CH:16][CH:15]=2)[CH:12]=1)([CH3:4])([CH3:3])[CH3:2]. (4) Reactant: [C:1]([N:5]1[C:9]([C:10]2[CH:15]=[CH:14][C:13]([O:16][CH3:17])=[CH:12][CH:11]=2)=[C:8]([C:18]2[S:19][CH:20]=[C:21]([CH2:23][OH:24])[N:22]=2)[CH:7]=[N:6]1)([CH3:4])([CH3:3])[CH3:2].O. Product: [C:1]([N:5]1[C:9]([C:10]2[CH:11]=[CH:12][C:13]([O:16][CH3:17])=[CH:14][CH:15]=2)=[C:8]([C:18]2[S:19][CH:20]=[C:21]([CH:23]=[O:24])[N:22]=2)[CH:7]=[N:6]1)([CH3:3])([CH3:4])[CH3:2]. The catalyst class is: 16. (5) Reactant: N[C:2]1([CH:24]2[C:29](=[O:30])[NH:28][C:27](=[O:31])[NH:26][C:25]2=[O:32])[C:10]2[N:9]=[C:8]3[CH:11]=[CH:12][CH:13]=[CH:14][C:7]3=[N:6][C:5]=2[C:4](=[C:15]2[C:20](=[O:21])[NH:19][C:18](=[O:22])[NH:17][C:16]2=[O:23])[NH:3]1.O. Product: [O:31]=[C:27]1[NH:28][C:29](=[O:30])[C:24](=[C:2]2[C:10]3[N:9]=[C:8]4[CH:11]=[CH:12][CH:13]=[CH:14][C:7]4=[N:6][C:5]=3[C:4](=[C:15]3[C:16](=[O:23])[NH:17][C:18](=[O:22])[NH:19][C:20]3=[O:21])[NH:3]2)[C:25](=[O:32])[NH:26]1. The catalyst class is: 65. (6) Reactant: C1C=CC=CC=1.[CH2:7]([O:14][C:15]1[CH:16]=[C:17]([CH:40]=[CH:41][CH:42]=1)[C:18]([NH:20][C:21]1[CH:26]=[CH:25][CH:24]=[CH:23][C:22]=1[S:27]([NH:30][C:31](OC1C=CC=CC=1)=[O:32])(=[O:29])=[O:28])=[O:19])[C:8]1[CH:13]=[CH:12][CH:11]=[CH:10][CH:9]=1.[CH2:43]([NH2:51])[CH2:44][CH2:45][CH2:46][CH2:47][CH2:48][CH2:49][CH3:50]. Product: [CH2:7]([O:14][C:15]1[CH:16]=[C:17]([CH:40]=[CH:41][CH:42]=1)[C:18]([NH:20][C:21]1[CH:26]=[CH:25][CH:24]=[CH:23][C:22]=1[S:27]([NH:30][C:31]([NH:51][CH2:43][CH2:44][CH2:45][CH2:46][CH2:47][CH2:48][CH2:49][CH3:50])=[O:32])(=[O:28])=[O:29])=[O:19])[C:8]1[CH:13]=[CH:12][CH:11]=[CH:10][CH:9]=1. The catalyst class is: 13. (7) Reactant: Br[C:2]1[CH:7]=[CH:6][C:5]([N:8]2[C:12]3[N:13]=[CH:14][N:15]([CH2:18][C:19]4([OH:30])[CH2:24][CH2:23][N:22]([C:25]([CH:27]5[CH2:29][CH2:28]5)=[O:26])[CH2:21][CH2:20]4)[C:16](=[O:17])[C:11]=3[CH:10]=[N:9]2)=[CH:4][CH:3]=1.[CH3:31][C:32]1([CH3:48])[C:36]([CH3:38])([CH3:37])[O:35][B:34]([B:34]2[O:35][C:36]([CH3:38])([CH3:37])[C:32]([CH3:48])([CH3:31])[O:33]2)[O:33]1.C([O-])(=O)C.[K+].CN(C)C=O. Product: [CH:27]1([C:25]([N:22]2[CH2:23][CH2:24][C:19]([CH2:18][N:15]3[C:16](=[O:17])[C:11]4[CH:10]=[N:9][N:8]([C:5]5[CH:6]=[CH:7][C:2]([B:34]6[O:35][C:36]([CH3:38])([CH3:37])[C:32]([CH3:48])([CH3:31])[O:33]6)=[CH:3][CH:4]=5)[C:12]=4[N:13]=[CH:14]3)([OH:30])[CH2:20][CH2:21]2)=[O:26])[CH2:29][CH2:28]1. The catalyst class is: 6.